Predict the reactants needed to synthesize the given product. From a dataset of Full USPTO retrosynthesis dataset with 1.9M reactions from patents (1976-2016). (1) Given the product [F:59][CH:57]([F:58])[O:56][C:54]1[N:53]=[C:52]([S:60][CH2:61][C:62]2[CH:67]=[CH:66][CH:65]=[C:64]([F:68])[C:63]=2[F:69])[N:51]=[C:50]([NH:8][S:5]([N:1]2[CH2:4][CH2:3][CH2:2]2)(=[O:7])=[O:6])[CH:55]=1, predict the reactants needed to synthesize it. The reactants are: [N:1]1([S:5]([NH2:8])(=[O:7])=[O:6])[CH2:4][CH2:3][CH2:2]1.C1(P(C2CCCCC2)C2C=CC=CC=2C2C(C(C)C)=CC(C(C)C)=CC=2C(C)C)CCCCC1.C(=O)([O-])[O-].[Cs+].[Cs+].Cl[C:50]1[CH:55]=[C:54]([O:56][CH:57]([F:59])[F:58])[N:53]=[C:52]([S:60][CH2:61][C:62]2[CH:67]=[CH:66][CH:65]=[C:64]([F:68])[C:63]=2[F:69])[N:51]=1. (2) Given the product [CH3:29][N:30]1[CH2:35][CH2:34][C:33]([C:2]2[S:6][C:5]([C:7]3[CH:12]=[CH:11][N:10]=[C:9]([NH:13][CH:14]4[CH2:19][C:18]([CH3:21])([CH3:20])[NH:17][C:16]([CH3:23])([CH3:22])[CH2:15]4)[N:8]=3)=[CH:4][CH:3]=2)([OH:36])[CH2:32][CH2:31]1, predict the reactants needed to synthesize it. The reactants are: Br[C:2]1[S:6][C:5]([C:7]2[CH:12]=[CH:11][N:10]=[C:9]([NH:13][CH:14]3[CH2:19][C:18]([CH3:21])([CH3:20])[NH:17][C:16]([CH3:23])([CH3:22])[CH2:15]3)[N:8]=2)=[CH:4][CH:3]=1.[Li]CCCC.[CH3:29][N:30]1[CH2:35][CH2:34][C:33](=[O:36])[CH2:32][CH2:31]1. (3) Given the product [C:1]([NH:5][C:6]1[N:7]=[C:8]([NH:20][C:21]2[CH:26]=[C:25]([O:27][CH:28]3[CH2:33][CH2:32][N:31]([CH2:35][CH2:36][O:37][CH3:38])[CH2:30][CH2:29]3)[N:24]=[CH:23][N:22]=2)[CH:9]=[C:10]2[C:15]=1[C:14](=[O:16])[N:13]([CH2:17][CH2:18][OH:19])[CH:12]=[CH:11]2)([CH3:4])([CH3:2])[CH3:3], predict the reactants needed to synthesize it. The reactants are: [C:1]([NH:5][C:6]1[N:7]=[C:8]([NH:20][C:21]2[CH:26]=[C:25]([O:27][CH:28]3[CH2:33][CH2:32][NH:31][CH2:30][CH2:29]3)[N:24]=[CH:23][N:22]=2)[CH:9]=[C:10]2[C:15]=1[C:14](=[O:16])[N:13]([CH2:17][CH2:18][OH:19])[CH:12]=[CH:11]2)([CH3:4])([CH3:3])[CH3:2].Br[CH2:35][CH2:36][O:37][CH3:38]. (4) The reactants are: [Cl:1][C:2]1[CH:7]=[CH:6][CH:5]=[CH:4][C:3]=1[N:8]([CH3:29])[C:9]([C:11]1[S:28][C:14]2[C:15]3[CH:23]=[CH:22][C:21]([C:24](OC)=[O:25])=[CH:20][C:16]=3[O:17][CH2:18][CH2:19][C:13]=2[CH:12]=1)=[O:10].[CH2:30]([NH2:32])[CH3:31]. Given the product [Cl:1][C:2]1[CH:7]=[CH:6][CH:5]=[CH:4][C:3]=1[N:8]([CH3:29])[C:9]([C:11]1[S:28][C:14]2[C:15]3[CH:23]=[CH:22][C:21]([C:24]([NH:32][CH2:30][CH3:31])=[O:25])=[CH:20][C:16]=3[O:17][CH2:18][CH2:19][C:13]=2[CH:12]=1)=[O:10], predict the reactants needed to synthesize it. (5) Given the product [CH:1]1([NH:6][C:7]2[CH:12]=[C:11]([S:43][CH:40]([CH3:42])[CH3:41])[N:10]3[N:13]=[C:14]([C:28]4[CH:29]=[CH:30][C:31]([F:34])=[CH:32][CH:33]=4)[C:15]([C:16]4[CH:21]=[CH:20][N:19]=[C:18]([NH:22][CH:23]5[CH2:24][CH2:25][CH2:26][CH2:27]5)[N:17]=4)=[C:9]3[CH:8]=2)[CH2:2][CH2:3][CH2:4][CH2:5]1, predict the reactants needed to synthesize it. The reactants are: [CH:1]1([NH:6][C:7]2[CH:12]=[CH:11][N:10]3[N:13]=[C:14]([C:28]4[CH:33]=[CH:32][C:31]([F:34])=[CH:30][CH:29]=4)[C:15]([C:16]4[CH:21]=[CH:20][N:19]=[C:18]([NH:22][CH:23]5[CH2:27][CH2:26][CH2:25][CH2:24]5)[N:17]=4)=[C:9]3[CH:8]=2)[CH2:5][CH2:4][CH2:3][CH2:2]1.C([Li])CCC.[CH:40]([S:43][S:43][CH:40]([CH3:42])[CH3:41])([CH3:42])[CH3:41].